From a dataset of Catalyst prediction with 721,799 reactions and 888 catalyst types from USPTO. Predict which catalyst facilitates the given reaction. Reactant: [OH:1][C:2]1[CH:7]=[CH:6][C:5]([CH:8]([OH:13])[CH2:9][C:10]([OH:12])=[O:11])=[CH:4][CH:3]=1.NC(CC)CO. Product: [OH:1][C:2]1[CH:3]=[CH:4][C:5]([C@@H:8]([OH:13])[CH2:9][C:10]([OH:12])=[O:11])=[CH:6][CH:7]=1. The catalyst class is: 5.